This data is from Full USPTO retrosynthesis dataset with 1.9M reactions from patents (1976-2016). The task is: Predict the reactants needed to synthesize the given product. (1) Given the product [Cl:1][C:2]1[CH:18]=[CH:17][C:5]([C:6]2([F:30])[C:8]3[CH:16]=[CH:15][CH:14]=[CH:13][C:9]=3[C:10](=[O:12])[O:11]2)=[CH:4][C:3]=1[N+:19]([O-:21])=[O:20], predict the reactants needed to synthesize it. The reactants are: [Cl:1][C:2]1[CH:18]=[CH:17][C:5]([C:6]([C:8]2[CH:16]=[CH:15][CH:14]=[CH:13][C:9]=2[C:10]([OH:12])=[O:11])=O)=[CH:4][C:3]=1[N+:19]([O-:21])=[O:20].N1C=CC=CC=1.N1C(F)=NC(F)=NC=1[F:30].O. (2) Given the product [NH2:18][C@@H:19]([CH2:33][S:34][CH2:35][C@H:36]([O:52][C:53](=[O:65])[CH2:54][CH2:55][CH2:56][CH2:57][CH2:73][CH2:74][CH2:75][CH2:76][CH2:77][CH2:72][CH3:78])[CH2:37][O:38][C:39](=[O:51])[CH2:40][CH2:41][CH2:42][CH2:43][CH2:44][CH2:45][CH2:46][CH2:47][CH2:48][CH2:49][CH3:50])[C:20]([NH:22][CH2:23][CH2:24][CH2:25][C:26]([P:29](=[O:32])([O:30][CH2:79][CH3:80])[O:31][CH2:67][CH3:68])([F:28])[F:27])=[O:21], predict the reactants needed to synthesize it. The reactants are: C1C2C(COC([NH:18][C@@H:19]([CH2:33][S:34][CH2:35][C@H:36]([O:52][C:53](=[O:65])[CH2:54][CH2:55][CH2:56][CH2:57]CCCCCCC)[CH2:37][O:38][C:39](=[O:51])[CH2:40][CH2:41][CH2:42][CH2:43][CH2:44][CH2:45][CH2:46][CH2:47][CH2:48][CH2:49][CH3:50])[C:20]([NH:22][CH2:23][CH2:24][CH2:25][C:26]([P:29](=[O:32])([O-:31])[O-:30])([F:28])[F:27])=[O:21])=O)C3C(=CC=CC=3)C=2C=CC=1.N1CCC[CH2:68][CH2:67]1.[C:72]1([CH3:78])[CH:77]=[CH:76][CH:75]=[CH:74][CH:73]=1.[C:79](#N)[CH3:80]. (3) Given the product [I:16][C:13]1[CH:12]=[CH:11][C:10]([CH2:9][C@H:2]([NH:1][C:24](=[O:29])[CH2:25][CH2:26][CH:27]=[CH2:28])[C:3]([O:5][CH2:6][C:7]#[N:8])=[O:4])=[CH:15][CH:14]=1, predict the reactants needed to synthesize it. The reactants are: [NH2:1][C@@H:2]([CH2:9][C:10]1[CH:15]=[CH:14][C:13]([I:16])=[CH:12][CH:11]=1)[C:3]([O:5][CH2:6][C:7]#[N:8])=[O:4].C(N(CC)CC)C.[C:24](Cl)(=[O:29])[CH2:25][CH2:26][CH:27]=[CH2:28]. (4) Given the product [F:18][C:13]1[CH:14]=[CH:15][CH:16]=[CH:17][C:12]=1[C:7]1[N:6]=[C:5]([N:19]2[C:27]3[CH:26]=[CH:25][N:24]=[CH:23][C:22]=3[CH:21]=[CH:20]2)[C:4]2[C:9](=[CH:10][CH:11]=[C:2]([C:35]3[CH:36]=[C:37]([CH:38]=[CH:39][CH:40]=3)[C:41]([NH2:43])=[O:42])[CH:3]=2)[N:8]=1, predict the reactants needed to synthesize it. The reactants are: Br[C:2]1[CH:3]=[C:4]2[C:9](=[CH:10][CH:11]=1)[N:8]=[C:7]([C:12]1[CH:17]=[CH:16][CH:15]=[CH:14][C:13]=1[F:18])[N:6]=[C:5]2[N:19]1[C:27]2[CH:26]=[CH:25][N:24]=[CH:23][C:22]=2[CH:21]=[CH:20]1.C(=O)([O-])[O-].[Na+].[Na+].B(O)(O)[C:35]1[CH:40]=[CH:39][CH:38]=[C:37]([C:41]([NH2:43])=[O:42])[CH:36]=1. (5) Given the product [Cl:1][C:2]1[N:7]=[C:6]([NH:21][C:22]2[CH:27]=[CH:26][CH:25]=[CH:24][C:23]=2[NH:28][S:29]([CH3:32])(=[O:31])=[O:30])[C:5]([N+:9]([O-:11])=[O:10])=[CH:4][N:3]=1, predict the reactants needed to synthesize it. The reactants are: [Cl:1][C:2]1[N:7]=[C:6](Cl)[C:5]([N+:9]([O-:11])=[O:10])=[CH:4][N:3]=1.CCN(C(C)C)C(C)C.[NH2:21][C:22]1[CH:27]=[CH:26][CH:25]=[CH:24][C:23]=1[NH:28][S:29]([CH3:32])(=[O:31])=[O:30].O.